From a dataset of Full USPTO retrosynthesis dataset with 1.9M reactions from patents (1976-2016). Predict the reactants needed to synthesize the given product. (1) Given the product [C:1]([O:5][C:6]([N:8]1[CH2:9][CH2:10][C@H:11]([C:14]2[CH:19]=[CH:18][CH:17]=[C:16]([Br:20])[CH:15]=2)[C@@H:12]([OH:24])[CH2:13]1)=[O:7])([CH3:4])([CH3:2])[CH3:3], predict the reactants needed to synthesize it. The reactants are: [C:1]([O:5][C:6]([N:8]1[CH2:13][CH:12]=[C:11]([C:14]2[CH:19]=[CH:18][CH:17]=[C:16]([Br:20])[CH:15]=2)[CH2:10][CH2:9]1)=[O:7])([CH3:4])([CH3:3])[CH3:2].CC#N.[OH2:24]. (2) Given the product [Na+:2].[CH2:14]([S:15]([O:18][C:19]1[CH:24]=[CH:23][C:22]([C:25]([F:28])([F:27])[F:26])=[CH:21][CH:20]=1)(=[O:17])=[O:16])[CH2:13][CH2:12][CH2:11][CH2:10][CH2:9][CH2:8][CH2:7][S:4]([O-:1])(=[O:6])=[O:5], predict the reactants needed to synthesize it. The reactants are: [OH-:1].[Na+:2].Cl[S:4]([CH2:7][CH2:8][CH2:9][CH2:10][CH2:11][CH2:12][CH2:13][CH2:14][S:15]([O:18][C:19]1[CH:24]=[CH:23][C:22]([C:25]([F:28])([F:27])[F:26])=[CH:21][CH:20]=1)(=[O:17])=[O:16])(=[O:6])=[O:5]. (3) Given the product [Cl:62][C:63]1[C:64]([F:75])=[C:65]([CH:68]=[C:69]([C:71]([F:73])([F:74])[F:72])[CH:70]=1)[CH2:66][N:48]1[CH2:49][CH2:50][CH2:51][C@@H:46]([O:45][C:32]2[C:31]([CH:28]3[CH2:29][CH2:30]3)=[CH:43][C:35]([C:36]([NH:38][S:39]([CH3:42])(=[O:41])=[O:40])=[O:37])=[C:34]([F:44])[CH:33]=2)[CH2:47]1, predict the reactants needed to synthesize it. The reactants are: FC(F)(F)C(O)=O.C1(C2C(O[C@@H]3CCCNC3)=CC(F)=C(C=2)C(O)=O)CC1.[CH:28]1([C:31]2[C:32]([O:45][C@@H:46]3[CH2:51][CH2:50][CH2:49][NH:48][CH2:47]3)=[CH:33][C:34]([F:44])=[C:35]([CH:43]=2)[C:36]([NH:38][S:39]([CH3:42])(=[O:41])=[O:40])=[O:37])[CH2:30][CH2:29]1.ClC1C=C(C=C(Cl)C=1)C=O.[Cl:62][C:63]1[C:64]([F:75])=[C:65]([CH:68]=[C:69]([C:71]([F:74])([F:73])[F:72])[CH:70]=1)[CH:66]=O. (4) Given the product [Br:1][C:2]1[CH:3]=[C:4]([CH:5]2[C:35]3[C:36](=[O:38])[CH2:37][CH:32]([CH2:29][CH2:30][CH3:31])[CH2:33][C:34]=3[NH:28][C:24]([CH3:23])=[C:25]2[C:26]#[N:27])[CH:7]=[C:8]([N+:20]([O-:22])=[O:21])[C:9]=1[O:10][CH2:11][C:12]1[CH:17]=[CH:16][CH:15]=[C:14]([O:18][CH3:19])[CH:13]=1, predict the reactants needed to synthesize it. The reactants are: [Br:1][C:2]1[CH:3]=[C:4]([CH:7]=[C:8]([N+:20]([O-:22])=[O:21])[C:9]=1[O:10][CH2:11][C:12]1[CH:17]=[CH:16][CH:15]=[C:14]([O:18][CH3:19])[CH:13]=1)[CH:5]=O.[CH3:23]/[C:24](/[NH2:28])=[CH:25]\[C:26]#[N:27].[CH2:29]([CH:32]1[CH2:37][C:36](=[O:38])[CH2:35][C:34](=O)[CH2:33]1)[CH2:30][CH3:31]. (5) Given the product [CH3:22][C:12]1[N:11]=[C:10]([C:8]([N:6]2[CH2:7][C@@H:2]([CH3:1])[CH2:3][CH2:4][C@H:5]2[CH2:23][O:24][C:28]2[CH:33]=[C:32]([C:34]([F:37])([F:36])[F:35])[CH:31]=[CH:30][N:29]=2)=[O:9])[C:15]([C:16]2[N:21]=[CH:20][CH:19]=[CH:18][N:17]=2)=[CH:14][CH:13]=1, predict the reactants needed to synthesize it. The reactants are: [CH3:1][C@@H:2]1[CH2:7][N:6]([C:8]([C:10]2[C:15]([C:16]3[N:21]=[CH:20][CH:19]=[CH:18][N:17]=3)=[CH:14][CH:13]=[C:12]([CH3:22])[N:11]=2)=[O:9])[C@H:5]([CH2:23][OH:24])[CH2:4][CH2:3]1.[H-].[Na+].F[C:28]1[CH:33]=[C:32]([C:34]([F:37])([F:36])[F:35])[CH:31]=[CH:30][N:29]=1.